Dataset: Catalyst prediction with 721,799 reactions and 888 catalyst types from USPTO. Task: Predict which catalyst facilitates the given reaction. (1) Reactant: [O:1]=[C:2]1[CH2:10][CH2:9][CH2:8][C:7]2[NH:6][CH:5]=[C:4]([CH2:11][CH2:12][C:13]([OH:15])=O)[C:3]1=2.C(N1C=CN=C1)(N1C=CN=C1)=O.[CH3:28][N:29]1[CH2:34][CH2:33][NH:32][CH2:31][CH2:30]1.C(N(CC)C(C)C)(C)C. Product: [CH3:28][N:29]1[CH2:34][CH2:33][N:32]([C:13](=[O:15])[CH2:12][CH2:11][C:4]2[C:3]3[C:2](=[O:1])[CH2:10][CH2:9][CH2:8][C:7]=3[NH:6][CH:5]=2)[CH2:31][CH2:30]1. The catalyst class is: 46. (2) Reactant: [Li+].[BH4-].[C:3]([C:5]1[N:13]=[C:12]2[C:8]([N:9]([CH2:22][C@H:23]3[CH2:28][CH2:27][C@H:26]([CH3:29])[CH2:25][CH2:24]3)[C:10]([CH:14]([CH2:20][CH3:21])[C:15](OCC)=[O:16])=[N:11]2)=[C:7]([NH:30][C@@H:31]([CH:33]2[CH2:36][CH2:35][CH2:34]2)[CH3:32])[N:6]=1)#[N:4]. Product: [CH:33]1([C@H:31]([NH:30][C:7]2[N:6]=[C:5]([C:3]#[N:4])[N:13]=[C:12]3[C:8]=2[N:9]([CH2:22][C@H:23]2[CH2:24][CH2:25][C@H:26]([CH3:29])[CH2:27][CH2:28]2)[CH:10]([CH:14]([CH2:20][CH3:21])[CH2:15][OH:16])[NH:11]3)[CH3:32])[CH2:36][CH2:35][CH2:34]1. The catalyst class is: 1. (3) Reactant: [CH3:1][S:2]([CH3:5])(=O)=[O:3].F[B-](F)(F)F.BrC1C=CC([N+]#N)=CC=1.C(N(CC)C(C)C)(C)C.[Br:29][C:30]1[CH:35]=[CH:34][C:33]([N:36]2[CH2:41][CH2:40][CH:39]([CH2:42][NH2:43])[CH2:38][CH2:37]2)=[CH:32][CH:31]=1.FC(F)(F)C(O)=O. Product: [Br:29][C:30]1[CH:35]=[CH:34][C:33]([N:36]2[CH2:37][CH2:38][CH:39]([CH2:42][N:43]=[S:2]([CH3:5])([CH3:1])=[O:3])[CH2:40][CH2:41]2)=[CH:32][CH:31]=1. The catalyst class is: 10. (4) Reactant: [H-].[Na+].[F:3][C:4]([F:19])([F:18])[C:5]1[CH:17]=[CH:16][C:8]2[N:9]=[C:10]([C:12]([O:14][CH3:15])=[O:13])[NH:11][C:7]=2[CH:6]=1.[CH3:20]N(C=O)C.CI. Product: [CH3:20][N:9]1[C:8]2[CH:16]=[CH:17][C:5]([C:4]([F:3])([F:18])[F:19])=[CH:6][C:7]=2[N:11]=[C:10]1[C:12]([O:14][CH3:15])=[O:13]. The catalyst class is: 84. (5) Reactant: FC(F)(F)C(O)=O.[CH3:8][S:9]([C:12]1[CH:33]=[CH:32][C:15]([O:16][C:17]2[N:22]=[CH:21][N:20]=[C:19]3[N:23]([CH:26]4[CH2:31][CH2:30][NH:29][CH2:28][CH2:27]4)[N:24]=[CH:25][C:18]=23)=[CH:14][CH:13]=1)(=[O:11])=[O:10].[F:34][C:35]([F:45])([F:44])[C:36]1[CH:43]=[CH:42][C:39]([CH:40]=O)=[CH:38][CH:37]=1.C(N(CC)CC)C.C(O[BH-](OC(=O)C)OC(=O)C)(=O)C.[Na+]. The catalyst class is: 26. Product: [CH3:8][S:9]([C:12]1[CH:13]=[CH:14][C:15]([O:16][C:17]2[N:22]=[CH:21][N:20]=[C:19]3[N:23]([CH:26]4[CH2:27][CH2:28][N:29]([CH2:40][C:39]5[CH:38]=[CH:37][C:36]([C:35]([F:34])([F:44])[F:45])=[CH:43][CH:42]=5)[CH2:30][CH2:31]4)[N:24]=[CH:25][C:18]=23)=[CH:32][CH:33]=1)(=[O:11])=[O:10]. (6) Reactant: C[CH:2]([N:6]1[C:10]([C:11]2[S:12][C:13]([C:16]3[CH:21]=[CH:20][CH:19]=[C:18]([S:22]([CH3:25])(=[O:24])=[O:23])[CH:17]=3)=[CH:14][CH:15]=2)=[CH:9][C:8]([C:26]([F:29])([F:28])[F:27])=[N:7]1)[C:3]([OH:5])=[O:4].[CH3:30][N:31]([CH3:35])[CH2:32][CH2:33]O.C(N(CC)CC)C. Product: [CH3:25][S:22]([C:18]1[CH:17]=[C:16]([C:13]2[S:12][C:11]([C:10]3[N:6]([CH2:2][C:3]([O:5][CH2:33][CH2:32][N:31]([CH3:35])[CH3:30])=[O:4])[N:7]=[C:8]([C:26]([F:27])([F:28])[F:29])[CH:9]=3)=[CH:15][CH:14]=2)[CH:21]=[CH:20][CH:19]=1)(=[O:24])=[O:23]. The catalyst class is: 58.